Dataset: Forward reaction prediction with 1.9M reactions from USPTO patents (1976-2016). Task: Predict the product of the given reaction. (1) Given the reactants [F:1][C:2]1[CH:3]=[C:4]([CH:8]=[CH:9][C:10]=1[O:11][C:12]1[CH:17]=[CH:16][CH:15]=[CH:14][CH:13]=1)[C:5]([OH:7])=O.ON1C2C=CC=CC=2N=N1.Cl.C(N=C=NCCCN(C)C)C.[Si]([O:47][CH2:48][C:49]1[S:53][C:52]([C:54](=[N:56]O)[NH2:55])=[C:51]([CH2:58][CH3:59])[CH:50]=1)(C(C)(C)C)(C)C.[F-].C([N+](CCCC)(CCCC)CCCC)CCC.O1CCCC1, predict the reaction product. The product is: [CH2:58]([C:51]1[CH:50]=[C:49]([CH2:48][OH:47])[S:53][C:52]=1[C:54]1[N:56]=[C:5]([C:4]2[CH:8]=[CH:9][C:10]([O:11][C:12]3[CH:17]=[CH:16][CH:15]=[CH:14][CH:13]=3)=[C:2]([F:1])[CH:3]=2)[O:7][N:55]=1)[CH3:59]. (2) Given the reactants [Cl-].[CH:2]([N:5]1[C:13]2[CH:12]=[C:11]([NH:14][C:15]3[CH:20]=[CH:19][N:18]=[C:17]([C:21]4[CH2:22][CH2:23][NH2+:24][CH2:25][CH:26]=4)[N:16]=3)[N:10]=[CH:9][C:8]=2[N:7]=[CH:6]1)([CH3:4])[CH3:3].C(N(CC)CC)C.[CH3:34][S:35](Cl)(=[O:37])=[O:36], predict the reaction product. The product is: [CH:2]([N:5]1[C:13]2[CH:12]=[C:11]([NH:14][C:15]3[CH:20]=[CH:19][N:18]=[C:17]([C:21]4[CH2:22][CH2:23][N:24]([S:35]([CH3:34])(=[O:37])=[O:36])[CH2:25][CH:26]=4)[N:16]=3)[N:10]=[CH:9][C:8]=2[N:7]=[CH:6]1)([CH3:4])[CH3:3]. (3) Given the reactants Cl[C:2]1[C:3]2[CH2:16][CH2:15][N:14]([C:17]3[CH:22]=[CH:21][N:20]=[CH:19][CH:18]=3)[C:4]=2[N:5]=[C:6]([N:8]2[CH2:13][CH2:12][O:11][CH2:10][CH2:9]2)[N:7]=1.[N:23]1[CH:28]=[C:27](B(O)O)[CH:26]=[N:25][CH:24]=1.B(O)O, predict the reaction product. The product is: [N:8]1([C:6]2[N:7]=[C:2]([C:27]3[CH:28]=[N:23][CH:24]=[N:25][CH:26]=3)[C:3]3[CH2:16][CH2:15][N:14]([C:17]4[CH:22]=[CH:21][N:20]=[CH:19][CH:18]=4)[C:4]=3[N:5]=2)[CH2:13][CH2:12][O:11][CH2:10][CH2:9]1. (4) Given the reactants [CH2:1]([N:8]([CH2:13]/[CH:14]=[CH:15]/[C:16]1[CH:21]=[CH:20][CH:19]=[C:18]([CH:22]([CH3:24])[CH3:23])[CH:17]=1)[CH2:9][CH2:10][C:11]#[N:12])[C:2]1[CH:7]=[CH:6][CH:5]=[CH:4][CH:3]=1.CN(C=O)C, predict the reaction product. The product is: [CH2:1]([N:8]1[CH2:13][C@H:14]([CH2:15][C:16]2[CH:21]=[CH:20][CH:19]=[C:18]([CH:22]([CH3:24])[CH3:23])[CH:17]=2)[C@@H:10]([C:11]#[N:12])[CH2:9]1)[C:2]1[CH:3]=[CH:4][CH:5]=[CH:6][CH:7]=1. (5) Given the reactants [NH2:1][C:2]1[C:3]2[CH:14]=[CH:13][CH:12]=[CH:11][C:4]=2[S:5][C:6]=1[C:7]([O:9]C)=[O:8].O.[OH-].[Li+].O, predict the reaction product. The product is: [NH2:1][C:2]1[C:3]2[CH:14]=[CH:13][CH:12]=[CH:11][C:4]=2[S:5][C:6]=1[C:7]([OH:9])=[O:8]. (6) Given the reactants [CH2:1]([O:3][C:4](=[O:15])[CH:5]([C:11]([CH3:14])([CH3:13])[CH3:12])[C:6]([O:8]CC)=[O:7])[CH3:2].[OH-].[Na+].Cl, predict the reaction product. The product is: [CH2:1]([O:3][C:4](=[O:15])[CH:5]([C:11]([CH3:14])([CH3:13])[CH3:12])[C:6]([OH:8])=[O:7])[CH3:2].